This data is from Forward reaction prediction with 1.9M reactions from USPTO patents (1976-2016). The task is: Predict the product of the given reaction. (1) Given the reactants [NH:1]1[C:5]([N:6]([CH2:8][CH2:9][CH2:10][NH:11]C(=O)OC(C)(C)C)[NH2:7])=[N:4][N:3]=[N:2]1.[ClH:19], predict the reaction product. The product is: [ClH:19].[ClH:19].[NH:4]1[C:5]([N:6]([CH2:8][CH2:9][CH2:10][NH2:11])[NH2:7])=[N:1][N:2]=[N:3]1. (2) Given the reactants CS([O:5][CH2:6][CH2:7][CH2:8][N:9]1[CH:13]=[CH:12][CH:11]=[N:10]1)(=O)=O.C(=O)([O-])[O-].[Cs+].[Cs+].[F:20][C:21]1[CH:22]=[CH:23][C:24]([CH2:47][CH2:48][C:49]2[CH:54]=[CH:53][C:52](O)=[CH:51][C:50]=2[CH3:56])=[C:25]([C:27]2[N:32]=[C:31]([N:33]3[C:37]([C:38]([F:41])([F:40])[F:39])=[C:36]([C:42]([O:44][CH2:45][CH3:46])=[O:43])[CH:35]=[N:34]3)[CH:30]=[CH:29][CH:28]=2)[CH:26]=1, predict the reaction product. The product is: [N:9]1([CH2:8][CH2:7][CH2:6][O:5][C:52]2[CH:53]=[CH:54][C:49]([CH2:48][CH2:47][C:24]3[CH:23]=[CH:22][C:21]([F:20])=[CH:26][C:25]=3[C:27]3[N:32]=[C:31]([N:33]4[C:37]([C:38]([F:41])([F:40])[F:39])=[C:36]([C:42]([O:44][CH2:45][CH3:46])=[O:43])[CH:35]=[N:34]4)[CH:30]=[CH:29][CH:28]=3)=[C:50]([CH3:56])[CH:51]=2)[CH:13]=[CH:12][CH:11]=[N:10]1. (3) Given the reactants C(OC(=O)[NH:10][CH2:11][C@H:12]1[CH2:17][CH2:16][C@@H:15]([NH:18][C:19]2[N:28]=[C:27]([N:29]([CH3:31])[CH3:30])[C:26]3[C:21](=[CH:22][CH:23]=[CH:24][CH:25]=3)[N:20]=2)[CH2:14][CH2:13]1)C1C=CC=CC=1, predict the reaction product. The product is: [NH2:10][CH2:11][C@@H:12]1[CH2:13][CH2:14][C@H:15]([NH:18][C:19]2[N:28]=[C:27]([N:29]([CH3:31])[CH3:30])[C:26]3[C:21](=[CH:22][CH:23]=[CH:24][CH:25]=3)[N:20]=2)[CH2:16][CH2:17]1.